From a dataset of Full USPTO retrosynthesis dataset with 1.9M reactions from patents (1976-2016). Predict the reactants needed to synthesize the given product. (1) Given the product [ClH:36].[NH2:8][CH2:16][C:17]1[CH:22]=[CH:21][CH:20]=[CH:19][C:18]=1[O:23][CH2:24][CH2:25][OH:26], predict the reactants needed to synthesize it. The reactants are: C(OC([N:8]([CH2:16][C:17]1[CH:22]=[CH:21][CH:20]=[CH:19][C:18]=1[O:23][CH2:24][CH2:25][O:26]COC)C(OC(C)(C)C)=O)=O)(C)(C)C.O1CCOCC1.[ClH:36]. (2) Given the product [Si:1]([O:18][CH2:19][C:20]1[CH:21]=[C:22]([CH:45]=[C:46]([Cl:48])[CH:47]=1)[CH2:23][N:24]1[C:32]2[C:27](=[N:28][C:29]([N:49]([C:58]([O:60][C:61]([CH3:64])([CH3:63])[CH3:62])=[O:59])[NH:50][C:51]([O:53][C:54]([CH3:55])([CH3:56])[CH3:57])=[O:52])=[CH:30][CH:31]=2)[CH:26]=[C:25]1[C:34]1[CH:35]=[CH:36][NH:37][N:38]=1)([C:14]([CH3:16])([CH3:15])[CH3:17])([C:2]1[CH:3]=[CH:4][CH:5]=[CH:6][CH:7]=1)[C:8]1[CH:13]=[CH:12][CH:11]=[CH:10][CH:9]=1, predict the reactants needed to synthesize it. The reactants are: [Si:1]([O:18][CH2:19][C:20]1[CH:21]=[C:22]([CH:45]=[C:46]([Cl:48])[CH:47]=1)[CH2:23][N:24]1[C:32]2[C:27](=[N:28][C:29](Cl)=[CH:30][CH:31]=2)[CH:26]=[C:25]1[C:34]1[N:38](C2CCCCO2)[N:37]=[CH:36][CH:35]=1)([C:14]([CH3:17])([CH3:16])[CH3:15])([C:8]1[CH:13]=[CH:12][CH:11]=[CH:10][CH:9]=1)[C:2]1[CH:7]=[CH:6][CH:5]=[CH:4][CH:3]=1.[NH:49]([C:58]([O:60][C:61]([CH3:64])([CH3:63])[CH3:62])=[O:59])[NH:50][C:51]([O:53][C:54]([CH3:57])([CH3:56])[CH3:55])=[O:52].C([O-])([O-])=O.[Cs+].[Cs+].Cl.O1CCOCC1.